This data is from Full USPTO retrosynthesis dataset with 1.9M reactions from patents (1976-2016). The task is: Predict the reactants needed to synthesize the given product. (1) Given the product [NH2:2][C:3]1[C:4]2[C:14]([O:15][CH2:16][C:17]([NH:20][C:27]([C:24]3[CH:25]=[CH:26][N:21]=[CH:22][N:23]=3)=[O:28])([CH3:18])[CH3:19])=[CH:13][CH:12]=[CH:11][C:5]=2[NH:6][S:7](=[O:10])(=[O:9])[N:8]=1, predict the reactants needed to synthesize it. The reactants are: Cl.[NH2:2][C:3]1[C:4]2[C:14]([O:15][CH2:16][C:17]([NH2:20])([CH3:19])[CH3:18])=[CH:13][CH:12]=[CH:11][C:5]=2[NH:6][S:7](=[O:10])(=[O:9])[N:8]=1.[N:21]1[CH:26]=[CH:25][C:24]([C:27](O)=[O:28])=[N:23][CH:22]=1. (2) Given the product [ClH:31].[CH2:1]([O:3][C:4]1[C:12]([O:13][CH3:14])=[CH:11][CH:10]=[CH:9][C:5]=1[CH2:6][N:16]([CH3:15])[C:53](=[O:55])/[CH:52]=[CH:51]/[C:48]1[CH:49]=[N:50][C:44]2[NH:43][C:42](=[O:56])[N:41]([CH2:40][CH2:39][CH2:38][N:32]3[CH2:37][CH2:36][O:35][CH2:34][CH2:33]3)[CH2:46][C:45]=2[CH:47]=1)[CH3:2], predict the reactants needed to synthesize it. The reactants are: [CH2:1]([O:3][C:4]1[C:12]([O:13][CH3:14])=[CH:11][CH:10]=[CH:9][C:5]=1[CH2:6]CN)[CH3:2].[CH3:15][NH:16]CC1C=CC2C(=CC=CC=2)C=1CCC.[ClH:31].[N:32]1([CH2:38][CH2:39][CH2:40][N:41]2[CH2:46][C:45]3[CH:47]=[C:48](/[CH:51]=[CH:52]/[C:53]([OH:55])=O)[CH:49]=[N:50][C:44]=3[NH:43][C:42]2=[O:56])[CH2:37][CH2:36][O:35][CH2:34][CH2:33]1.Cl.CN1CC2C=C(/C=C/C(O)=O)C=NC=2NC(=O)C1. (3) Given the product [Cl:1][C:2]1[CH:11]=[CH:10][C:5]2[CH:6]([CH2:19][C:20]([O:21][CH2:22][CH3:18])=[O:13])[O:7][CH2:8][C:4]=2[CH:3]=1, predict the reactants needed to synthesize it. The reactants are: [Cl:1][C:2]1[CH:11]=[CH:10][C:5]2[CH:6](O)[O:7][CH2:8][C:4]=2[CH:3]=1.C(=O)([O-])[O-:13].[Cs+].[Cs+].[CH2:18]1[CH2:22][O:21][CH2:20][CH2:19]1. (4) The reactants are: [CH2:1]([O:3][C:4]([C:6]1[S:10][C:9]([C:11]2[CH:20]=[C:19]3[C:14]([CH:15]=[CH:16][N:17]=[CH:18]3)=[CH:13][CH:12]=2)=[N:8][C:7]=1[CH3:21])=[O:5])[CH3:2].[Br:22]N1C(=O)CCC1=O.C(=O)(O)[O-].[Na+].C(OCC)(=O)C. Given the product [CH2:1]([O:3][C:4]([C:6]1[S:10][C:9]([C:11]2[CH:20]=[C:19]3[C:14]([CH:15]=[CH:16][N:17]=[CH:18]3)=[C:13]([Br:22])[CH:12]=2)=[N:8][C:7]=1[CH3:21])=[O:5])[CH3:2], predict the reactants needed to synthesize it.